Dataset: CYP2C19 inhibition data for predicting drug metabolism from PubChem BioAssay. Task: Regression/Classification. Given a drug SMILES string, predict its absorption, distribution, metabolism, or excretion properties. Task type varies by dataset: regression for continuous measurements (e.g., permeability, clearance, half-life) or binary classification for categorical outcomes (e.g., BBB penetration, CYP inhibition). Dataset: cyp2c19_veith. (1) The molecule is CCOC(=O)C1=C(c2ccccc2)OC(N)=C(C#N)C1c1ccc(Cl)s1. The result is 1 (inhibitor). (2) The molecule is O=C(O)CCCCn1cnc2c(=S)nc[nH]c21. The result is 0 (non-inhibitor). (3) The compound is CC(C)=C1C(=O)C(c2ccccc2)=C2CN3C(=O)N(CCc4ccccc4)C(=O)[C@]3(C)[C@H]21. The result is 1 (inhibitor). (4) The compound is O=S(=O)(c1ccccc1)N1CCC2(CCN(C(c3ccccc3)c3ccccc3)CC2)CC1. The result is 0 (non-inhibitor).